This data is from Full USPTO retrosynthesis dataset with 1.9M reactions from patents (1976-2016). The task is: Predict the reactants needed to synthesize the given product. (1) Given the product [CH2:1]([O:4][C:5]1([CH3:34])[CH2:10][CH2:9][N:8]([C:11]2[N:16]3[CH:17]=[C:18]([C:20]4[CH:25]=[CH:24][CH:23]=[C:22]([Br:26])[CH:21]=4)[N:19]=[C:15]3[CH:14]=[C:13]([CH3:27])[C:12]=2[C@H:28]([OH:33])[C:29]([O:31][CH3:32])=[O:30])[CH2:7][CH2:6]1)[CH:2]=[CH2:3], predict the reactants needed to synthesize it. The reactants are: [CH2:1]([O:4][C:5]1([CH3:34])[CH2:10][CH2:9][N:8]([C:11]2[N:16]3[CH:17]=[C:18]([C:20]4[CH:25]=[CH:24][CH:23]=[C:22]([Br:26])[CH:21]=4)[N:19]=[C:15]3[CH:14]=[C:13]([CH3:27])[C:12]=2[C:28](=[O:33])[C:29]([O:31][CH3:32])=[O:30])[CH2:7][CH2:6]1)[CH:2]=[CH2:3].C(C1(C)CCN(C2N3C=C(C(OCC)=O)N=C3C=C(C)C=2[C@H](O)C(OC)=O)CC1)CC=C. (2) Given the product [ClH:6].[F:26][C:27]([F:38])([F:37])[C:28]([NH:12][CH2:11][C:10]1[CH:13]=[CH:14][C:15]([F:16])=[C:8]([C:20]2[CH:21]=[CH:22][N:17]=[CH:18][CH:19]=2)[CH:9]=1)=[O:29], predict the reactants needed to synthesize it. The reactants are: C([O-])(O)=O.[Na+].[ClH:6].Br[C:8]1[CH:9]=[C:10]([CH:13]=[CH:14][C:15]=1[F:16])[CH2:11][NH2:12].[N:17]1[CH:22]=[CH:21][C:20](B(O)O)=[CH:19][CH:18]=1.[F:26][C:27]([F:38])([F:37])[C:28](O[C:28](=[O:29])[C:27]([F:38])([F:37])[F:26])=[O:29]. (3) Given the product [CH:13](/[S:21]([CH2:24][C:25]([OH:27])=[O:26])(=[O:22])=[O:23])=[CH:14]/[C:15]1[CH:20]=[CH:19][CH:18]=[CH:17][CH:16]=1, predict the reactants needed to synthesize it. The reactants are: C(CC(O)=S)=CC1C=CC=CC=1.[CH:13]([S:21]([CH2:24][C:25]([OH:27])=[O:26])(=[O:23])=[O:22])=[CH:14][C:15]1[CH:20]=[CH:19][CH:18]=[CH:17][CH:16]=1. (4) The reactants are: [CH3:1][C:2]([C:4]1[CH:9]=[CH:8][C:7]([O:10][CH3:11])=[C:6]([O:12][CH3:13])[CH:5]=1)=[O:3].[CH3:14][O:15][C:16]1[CH:21]=[CH:20][C:19]([NH:22][C:23]2[N:30]=[CH:29][CH:28]=[CH:27][C:24]=2[CH:25]=O)=[CH:18][CH:17]=1.Cl. Given the product [CH3:13][O:12][C:6]1[CH:5]=[C:4]([C:2](=[O:3])/[CH:1]=[CH:25]/[C:24]2[C:23]([NH:22][C:19]3[CH:18]=[CH:17][C:16]([O:15][CH3:14])=[CH:21][CH:20]=3)=[N:30][CH:29]=[CH:28][CH:27]=2)[CH:9]=[CH:8][C:7]=1[O:10][CH3:11], predict the reactants needed to synthesize it. (5) Given the product [CH2:37]([O:36][C:33]1[CH:34]=[C:35]2[C:30](=[CH:31][CH:32]=1)[C:8]1[C:9](=[C:10]3[C:5](=[CH:6][CH:7]=1)[CH:4]=[C:3]([O:2][CH3:1])[CH:12]=[CH:11]3)[CH:13]([C:14]1[CH:19]=[CH:18][C:17]([O:20][CH2:21][CH2:22][N:23]3[CH2:28][CH2:27][CH2:26][CH2:25][CH2:24]3)=[CH:16][CH:15]=1)[O:29]2)[C:38]1[CH:43]=[CH:42][CH:41]=[CH:40][CH:39]=1, predict the reactants needed to synthesize it. The reactants are: [CH3:1][O:2][C:3]1[CH:12]=[CH:11][C:10]2[C:5](=[CH:6][CH:7]=[C:8]([C:30]3[CH:35]=[CH:34][C:33]([O:36][CH2:37][C:38]4[CH:43]=[CH:42][CH:41]=[CH:40][CH:39]=4)=[CH:32][C:31]=3O)[C:9]=2[CH:13]([OH:29])[C:14]2[CH:19]=[CH:18][C:17]([O:20][CH2:21][CH2:22][N:23]3[CH2:28][CH2:27][CH2:26][CH2:25][CH2:24]3)=[CH:16][CH:15]=2)[CH:4]=1.Cl. (6) Given the product [N:30]1([C:2]2[N:10]([CH2:11][CH:12]=[C:13]([CH3:15])[CH3:14])[C:9]3[C:8](=[O:16])[N:7]([CH2:17][C:18]([C:20]4[CH:25]=[CH:24][CH:23]=[C:22]([O:26][CH3:27])[CH:21]=4)=[O:19])[CH:6]=[N:5][C:4]=3[C:3]=2[C:28]#[N:29])[CH2:36][CH2:35][CH2:34][NH:33][CH2:32][CH2:31]1, predict the reactants needed to synthesize it. The reactants are: Br[C:2]1[N:10]([CH2:11][CH:12]=[C:13]([CH3:15])[CH3:14])[C:9]2[C:8](=[O:16])[N:7]([CH2:17][C:18]([C:20]3[CH:25]=[CH:24][CH:23]=[C:22]([O:26][CH3:27])[CH:21]=3)=[O:19])[CH:6]=[N:5][C:4]=2[C:3]=1[C:28]#[N:29].[NH:30]1[CH2:36][CH2:35][CH2:34][NH:33][CH2:32][CH2:31]1.